From a dataset of Full USPTO retrosynthesis dataset with 1.9M reactions from patents (1976-2016). Predict the reactants needed to synthesize the given product. (1) Given the product [Cl:1][C:2]1[C:7]([CH2:8][CH2:9][CH2:10][N:26]2[CH2:27][CH2:28][N:23]([CH3:22])[CH2:24][CH2:25]2)=[CH:6][C:5]([C:12]#[N:13])=[CH:4][C:3]=1[NH:14][C:15](=[O:21])[O:16][C:17]([CH3:20])([CH3:19])[CH3:18], predict the reactants needed to synthesize it. The reactants are: [Cl:1][C:2]1[C:7]([CH2:8][CH2:9][CH:10]=O)=[CH:6][C:5]([C:12]#[N:13])=[CH:4][C:3]=1[NH:14][C:15](=[O:21])[O:16][C:17]([CH3:20])([CH3:19])[CH3:18].[CH3:22][N:23]1[CH2:28][CH2:27][NH:26][CH2:25][CH2:24]1.C(O)(=O)C.C(O[BH-](OC(=O)C)OC(=O)C)(=O)C.[Na+]. (2) Given the product [CH2:44]([C@@H:31]([N:29]([CH3:30])[C:28](=[O:51])[C@H:16]([NH:14][CH3:13])[CH2:17][C:18]1[CH:27]=[CH:26][C:25]2[C:20](=[CH:21][CH:22]=[CH:23][CH:24]=2)[CH:19]=1)[C:32]([N:34]1[CH2:39][CH2:38][CH:37]([CH2:40][N:41]([CH3:42])[CH3:43])[CH2:36][CH2:35]1)=[O:33])[C:45]1[CH:50]=[CH:49][CH:48]=[CH:47][CH:46]=1, predict the reactants needed to synthesize it. The reactants are: FC(F)(F)C(O)=O.C(O[C:13](=O)[N:14]([C@@H:16]([C:28](=[O:51])[N:29]([C@H:31]([CH2:44][C:45]1[CH:50]=[CH:49][CH:48]=[CH:47][CH:46]=1)[C:32]([N:34]1[CH2:39][CH2:38][CH:37]([CH2:40][N:41]([CH3:43])[CH3:42])[CH2:36][CH2:35]1)=[O:33])[CH3:30])[CH2:17][C:18]1[CH:27]=[CH:26][C:25]2[C:20](=[CH:21][CH:22]=[CH:23][CH:24]=2)[CH:19]=1)C)(C)(C)C. (3) Given the product [CH3:15][N:8]1[C:7]([C:1]2[CH:2]=[CH:3][CH:4]=[CH:5][CH:6]=2)=[CH:11][N:10]=[CH:9]1, predict the reactants needed to synthesize it. The reactants are: [C:1]1([C:7]2[N:8]=[CH:9][NH:10][CH:11]=2)[CH:6]=[CH:5][CH:4]=[CH:3][CH:2]=1.[H-].[Na+].I[CH3:15]. (4) The reactants are: C(O[C:6]([C:8]1[N:9]=[C:10]([C:30]#[N:31])[C:11]2[C:16]([C:17]=1[OH:18])=[CH:15][C:14]([O:19][C:20]1[CH:29]=[CH:28][C:23]3[N:24]=[C:25]([CH3:27])[S:26][C:22]=3[CH:21]=1)=[CH:13][CH:12]=2)=[O:7])CCC.[NH2:32][CH2:33][C:34]([OH:36])=[O:35]. Given the product [C:30]([C:10]1[C:11]2[C:16](=[CH:15][C:14]([O:19][C:20]3[CH:29]=[CH:28][C:23]4[N:24]=[C:25]([CH3:27])[S:26][C:22]=4[CH:21]=3)=[CH:13][CH:12]=2)[C:17]([OH:18])=[C:8]([C:6]([NH:32][CH2:33][C:34]([OH:36])=[O:35])=[O:7])[N:9]=1)#[N:31], predict the reactants needed to synthesize it. (5) Given the product [CH:1]([C:3]1[S:7][C:6]([NH:8][CH:9]([CH:27]([CH3:29])[CH3:28])[C:10]([NH:12][C@@H:13]([CH3:26])[C:14]([NH:16][C@@H:17]([CH3:25])[C:18]([OH:20])=[O:19])=[O:15])=[O:11])=[N:5][CH:4]=1)=[O:2], predict the reactants needed to synthesize it. The reactants are: [CH:1]([C:3]1[S:7][C:6]([NH:8][CH:9]([CH:27]([CH3:29])[CH3:28])[C:10]([NH:12][C@@H:13]([CH3:26])[C:14]([NH:16][C@@H:17]([CH3:25])[C:18]([O:20]C(C)(C)C)=[O:19])=[O:15])=[O:11])=[N:5][CH:4]=1)=[O:2].C(O)(C(F)(F)F)=O. (6) Given the product [C:30]([O:29][C:27]([CH2:26][O:24][C@H:9]([C:3]1[CH:4]=[CH:5][CH:6]=[CH:7][CH:8]=1)[C@H:10]([C:18]1[CH:23]=[CH:22][CH:21]=[CH:20][CH:19]=1)[O:11][CH:12]1[CH2:17][CH2:16][CH2:15][CH2:14][O:13]1)=[O:28])([CH3:33])([CH3:32])[CH3:31], predict the reactants needed to synthesize it. The reactants are: [H-].[Na+].[C:3]1([C@@H:9]([OH:24])[C@H:10]([C:18]2[CH:23]=[CH:22][CH:21]=[CH:20][CH:19]=2)[O:11][CH:12]2[CH2:17][CH2:16][CH2:15][CH2:14][O:13]2)[CH:8]=[CH:7][CH:6]=[CH:5][CH:4]=1.Br[CH2:26][C:27]([O:29][C:30]([CH3:33])([CH3:32])[CH3:31])=[O:28].